Dataset: Forward reaction prediction with 1.9M reactions from USPTO patents (1976-2016). Task: Predict the product of the given reaction. (1) Given the reactants C(O)(C(F)(F)F)=O.C(OC([NH:15][C:16]1[S:20][C:19]([C:21]2[C:26]([F:27])=[CH:25][CH:24]=[CH:23][C:22]=2[F:28])=[N:18][C:17]=1[C:29]([NH:31][C:32]1[C:33]([N:41]2[CH2:46][CH2:45][CH2:44][C@H:43]([NH:47]C(=O)OC(C)(C)C)[CH2:42]2)=[C:34]2[S:40][CH:39]=[CH:38][C:35]2=[N:36][CH:37]=1)=[O:30])=O)(C)(C)C, predict the reaction product. The product is: [NH2:15][C:16]1[S:20][C:19]([C:21]2[C:22]([F:28])=[CH:23][CH:24]=[CH:25][C:26]=2[F:27])=[N:18][C:17]=1[C:29]([NH:31][C:32]1[C:33]([N:41]2[CH2:46][CH2:45][CH2:44][C@H:43]([NH2:47])[CH2:42]2)=[C:34]2[S:40][CH:39]=[CH:38][C:35]2=[N:36][CH:37]=1)=[O:30]. (2) Given the reactants [NH2:1][CH2:2][CH2:3][CH2:4][N:5]1[C:17]2[C:16]3[CH:15]=[CH:14][CH:13]=[CH:12][C:11]=3[N:10]=[C:9]([NH2:18])[C:8]=2[N:7]=[C:6]1[CH3:19].[CH:20]1([C:25](Cl)=[O:26])[CH2:24][CH2:23][CH2:22][CH2:21]1, predict the reaction product. The product is: [NH2:18][C:9]1[C:8]2[N:7]=[C:6]([CH3:19])[N:5]([CH2:4][CH2:3][CH2:2][NH:1][C:25]([CH:20]3[CH2:24][CH2:23][CH2:22][CH2:21]3)=[O:26])[C:17]=2[C:16]2[CH:15]=[CH:14][CH:13]=[CH:12][C:11]=2[N:10]=1.